The task is: Predict the reactants needed to synthesize the given product.. This data is from Full USPTO retrosynthesis dataset with 1.9M reactions from patents (1976-2016). (1) Given the product [Cl:13][C:14]1[N:18]2[CH:19]=[C:20]([C:27]3[CH:31]=[CH:30][O:29][CH:28]=3)[CH:21]=[C:22]([C:23]([F:25])([F:24])[F:26])[C:17]2=[N:16][C:15]=1[C:32]([N:1]1[CH2:2][CH2:3][CH:4]([N:7]2[CH:11]=[N:10][NH:9][C:8]2=[O:12])[CH2:5][CH2:6]1)=[O:33], predict the reactants needed to synthesize it. The reactants are: [NH:1]1[CH2:6][CH2:5][CH:4]([N:7]2[CH:11]=[N:10][NH:9][C:8]2=[O:12])[CH2:3][CH2:2]1.[Cl:13][C:14]1[N:18]2[CH:19]=[C:20]([C:27]3[CH:31]=[CH:30][O:29][CH:28]=3)[CH:21]=[C:22]([C:23]([F:26])([F:25])[F:24])[C:17]2=[N:16][C:15]=1[C:32](O)=[O:33].CN(C(ON1N=NC2C=CC=NC1=2)=[N+](C)C)C.F[P-](F)(F)(F)(F)F.CCN(C(C)C)C(C)C.Cl. (2) The reactants are: [CH3:1][C:2]1([CH3:16])[C:6]([CH3:8])([CH3:7])[O:5][B:4]([C:9]2[CH:15]=[CH:14][CH:13]=[CH:12][C:10]=2[NH2:11])[O:3]1.[CH2:17]([S:19](Cl)(=[O:21])=[O:20])[CH3:18]. Given the product [CH3:8][C:6]1([CH3:7])[C:2]([CH3:16])([CH3:1])[O:3][B:4]([C:9]2[CH:15]=[CH:14][CH:13]=[CH:12][C:10]=2[NH:11][S:19]([CH2:17][CH3:18])(=[O:21])=[O:20])[O:5]1, predict the reactants needed to synthesize it.